From a dataset of NCI-60 drug combinations with 297,098 pairs across 59 cell lines. Regression. Given two drug SMILES strings and cell line genomic features, predict the synergy score measuring deviation from expected non-interaction effect. (1) Drug 1: COC1=CC(=CC(=C1O)OC)C2C3C(COC3=O)C(C4=CC5=C(C=C24)OCO5)OC6C(C(C7C(O6)COC(O7)C8=CC=CS8)O)O. Drug 2: C1CNP(=O)(OC1)N(CCCl)CCCl. Cell line: HT29. Synergy scores: CSS=32.0, Synergy_ZIP=-3.53, Synergy_Bliss=-1.92, Synergy_Loewe=-68.9, Synergy_HSA=-1.31. (2) Synergy scores: CSS=22.0, Synergy_ZIP=5.24, Synergy_Bliss=8.48, Synergy_Loewe=-22.6, Synergy_HSA=4.74. Cell line: NCI-H322M. Drug 2: CCC1(CC2CC(C3=C(CCN(C2)C1)C4=CC=CC=C4N3)(C5=C(C=C6C(=C5)C78CCN9C7C(C=CC9)(C(C(C8N6C)(C(=O)OC)O)OC(=O)C)CC)OC)C(=O)OC)O.OS(=O)(=O)O. Drug 1: CC1=CC2C(CCC3(C2CCC3(C(=O)C)OC(=O)C)C)C4(C1=CC(=O)CC4)C. (3) Drug 1: C1CCC(C(C1)N)N.C(=O)(C(=O)[O-])[O-].[Pt+4]. Drug 2: COCCOC1=C(C=C2C(=C1)C(=NC=N2)NC3=CC=CC(=C3)C#C)OCCOC.Cl. Cell line: U251. Synergy scores: CSS=11.8, Synergy_ZIP=-3.81, Synergy_Bliss=-5.22, Synergy_Loewe=-11.9, Synergy_HSA=-10.4. (4) Drug 2: CC(C)(C#N)C1=CC(=CC(=C1)CN2C=NC=N2)C(C)(C)C#N. Cell line: OVCAR3. Drug 1: CC12CCC3C(C1CCC2=O)CC(=C)C4=CC(=O)C=CC34C. Synergy scores: CSS=13.7, Synergy_ZIP=0.417, Synergy_Bliss=-1.61, Synergy_Loewe=-1.88, Synergy_HSA=-1.58.